This data is from Reaction yield outcomes from USPTO patents with 853,638 reactions. The task is: Predict the reaction yield, written as a fraction of the theoretical maximum amount of product (1.0 means a 100% yield; for example, 0.34 means a 34% yield). (1) The reactants are [F:1][C:2]1[CH:32]=[CH:31][C:5]([CH2:6][NH:7][C:8]([C:10]2[N:11]=[C:12]3[N:17]([C:18](=[O:28])[C:19]=2[O:20][CH2:21][C:22]2[CH:27]=[CH:26][CH:25]=[CH:24][CH:23]=2)[CH2:16][CH2:15][O:14][C:13]3([CH3:30])[CH3:29])=[O:9])=[C:4](I)[CH:3]=1.C1(P(C2C=CC=CC=2)C2C=CC=CC=2)C=CC=CC=1.[CH3:53][Si:54]([C:57]#[CH:58])([CH3:56])[CH3:55]. The catalyst is CN(C)C=O.N1CCCCC1.C(OCC)(=O)C.Cl[Pd](Cl)([P](C1C=CC=CC=1)(C1C=CC=CC=1)C1C=CC=CC=1)[P](C1C=CC=CC=1)(C1C=CC=CC=1)C1C=CC=CC=1.[Cu]I. The product is [F:1][C:2]1[CH:32]=[CH:31][C:5]([CH2:6][NH:7][C:8]([C:10]2[N:11]=[C:12]3[N:17]([C:18](=[O:28])[C:19]=2[O:20][CH2:21][C:22]2[CH:27]=[CH:26][CH:25]=[CH:24][CH:23]=2)[CH2:16][CH2:15][O:14][C:13]3([CH3:30])[CH3:29])=[O:9])=[C:4]([C:58]#[C:57][Si:54]([CH3:56])([CH3:55])[CH3:53])[CH:3]=1. The yield is 0.630. (2) The reactants are [N+:1]([C:4]1[C:13]2[N:12]=[CH:11][CH:10]=[N:9][C:8]=2[C:7]([C:14]#[N:15])=[CH:6][CH:5]=1)([O-])=O.[H][H]. The catalyst is C(OCC)(=O)C.C(O)C.[Pd]. The product is [NH2:1][C:4]1[C:13]2[NH:12][CH2:11][CH2:10][NH:9][C:8]=2[C:7]([C:14]#[N:15])=[CH:6][CH:5]=1. The yield is 0.900. (3) The reactants are [Cl:1][C:2]1[CH:10]=[CH:9][C:8]2[NH:7][C:6]3[CH2:11][CH2:12][N:13]([CH3:15])[CH2:14][C:5]=3[C:4]=2[CH:3]=1.[OH-].[K+].Br[CH2:19][CH2:20][C:21]1[CH:26]=[CH:25][C:24]([O:27][CH3:28])=[CH:23][CH:22]=1. The catalyst is CN1CCCC1=O.O. The product is [Cl:1][C:2]1[CH:10]=[CH:9][C:8]2[N:7]([CH2:19][CH2:20][C:21]3[CH:26]=[CH:25][C:24]([O:27][CH3:28])=[CH:23][CH:22]=3)[C:6]3[CH2:11][CH2:12][N:13]([CH3:15])[CH2:14][C:5]=3[C:4]=2[CH:3]=1. The yield is 0.0600. (4) The reactants are [CH3:1][N:2]([CH2:4][C:5]1[CH:10]=[CH:9][C:8]([CH:11]2[CH:20]([C:21]3[CH:26]=[CH:25][C:24]([F:27])=[CH:23][CH:22]=3)[C:19](=O)[C:18]3[C:17]([C:29](OCC)=O)=[CH:16][C:15]([F:34])=[CH:14][C:13]=3[NH:12]2)=[CH:7][CH:6]=1)[CH3:3].[OH2:35].[NH2:36][NH2:37]. The catalyst is CO. The product is [CH3:1][N:2]([CH2:4][C:5]1[CH:6]=[CH:7][C:8]([CH:11]2[NH:12][C:13]3[C:18]4[C:19](=[N:36][NH:37][C:29](=[O:35])[C:17]=4[CH:16]=[C:15]([F:34])[CH:14]=3)[CH:20]2[C:21]2[CH:26]=[CH:25][C:24]([F:27])=[CH:23][CH:22]=2)=[CH:9][CH:10]=1)[CH3:3]. The yield is 0.370.